Dataset: Forward reaction prediction with 1.9M reactions from USPTO patents (1976-2016). Task: Predict the product of the given reaction. (1) Given the reactants [CH3:1][C:2]1([CH3:31])[C:10]2[C:5](=[CH:6][C:7]([NH:11][C:12](=[O:30])[C:13]3[CH:18]=[CH:17][CH:16]=[N:15][C:14]=3[NH:19][CH2:20][C:21]3[CH:26]=[CH:25][N:24]=[C:23]4[NH:27][CH:28]=[CH:29][C:22]=34)=[CH:8][CH:9]=2)[NH:4][CH2:3]1.C(OC([NH:39][CH2:40][C:41](O)=[O:42])=O)(C)(C)C, predict the reaction product. The product is: [NH2:39][CH2:40][C:41]([N:4]1[C:5]2[C:10](=[CH:9][CH:8]=[C:7]([NH:11][C:12](=[O:30])[C:13]3[CH:18]=[CH:17][CH:16]=[N:15][C:14]=3[NH:19][CH2:20][C:21]3[CH:26]=[CH:25][N:24]=[C:23]4[NH:27][CH:28]=[CH:29][C:22]=34)[CH:6]=2)[C:2]([CH3:31])([CH3:1])[CH2:3]1)=[O:42]. (2) Given the reactants [C:1]([C:5]1[S:9][C:8]([NH:10]C(=O)OC(C)(C)C)=[C:7]([C:18]([N:20]2[CH2:25][CH2:24][NH:23][C:22](=[O:26])[C:21]2([CH3:28])[CH3:27])=[O:19])[CH:6]=1)([CH3:4])([CH3:3])[CH3:2].C(O)(C(F)(F)F)=O.C(Cl)Cl, predict the reaction product. The product is: [NH2:10][C:8]1[S:9][C:5]([C:1]([CH3:4])([CH3:3])[CH3:2])=[CH:6][C:7]=1[C:18]([N:20]1[CH2:25][CH2:24][NH:23][C:22](=[O:26])[C:21]1([CH3:27])[CH3:28])=[O:19]. (3) Given the reactants [Cl:1][C:2]1[N:7]=[CH:6][C:5]2[C:8]([N:14]3[CH2:19][CH2:18][NH:17][CH2:16][CH2:15]3)=[N:9][N:10]([CH:11]([CH3:13])[CH3:12])[C:4]=2[CH:3]=1.[OH:20][C:21]([CH3:26])([CH3:25])[C:22](O)=[O:23], predict the reaction product. The product is: [Cl:1][C:2]1[N:7]=[CH:6][C:5]2[C:8]([N:14]3[CH2:19][CH2:18][N:17]([C:22](=[O:23])[C:21]([OH:20])([CH3:26])[CH3:25])[CH2:16][CH2:15]3)=[N:9][N:10]([CH:11]([CH3:13])[CH3:12])[C:4]=2[CH:3]=1.